Dataset: Forward reaction prediction with 1.9M reactions from USPTO patents (1976-2016). Task: Predict the product of the given reaction. Given the reactants C1C=CC2N(O)N=NC=2C=1.C(N(C(C)C)CC)(C)C.FC(F)(F)C(O)=O.[Cl:27][CH2:28][CH2:29][CH2:30]/[C:31](=[CH:35]\[C:36]1[CH:41]=[CH:40][C:39]([N:42]2[CH:46]=[C:45]([CH3:47])[N:44]=[CH:43]2)=[C:38]([O:48][CH3:49])[CH:37]=1)/[C:32]([OH:34])=[O:33].Cl.Cl.[CH3:52][O:53][C:54]([O:63][CH3:64])([C:57]1[CH:62]=[CH:61][N:60]=[CH:59][CH:58]=1)[CH2:55]N, predict the reaction product. The product is: [Cl:27][CH2:28][CH2:29][CH2:30]/[C:31](=[CH:35]\[C:36]1[CH:41]=[CH:40][C:39]([N:42]2[CH:46]=[C:45]([CH3:47])[N:44]=[CH:43]2)=[C:38]([O:48][CH3:49])[CH:37]=1)/[C:32]([O:34][CH2:55][C:54]([O:63][CH3:64])([O:53][CH3:52])[C:57]1[CH:58]=[CH:59][N:60]=[CH:61][CH:62]=1)=[O:33].